This data is from Experimentally validated miRNA-target interactions with 360,000+ pairs, plus equal number of negative samples. The task is: Binary Classification. Given a miRNA mature sequence and a target amino acid sequence, predict their likelihood of interaction. (1) The miRNA is hsa-miR-6511b-5p with sequence CUGCAGGCAGAAGUGGGGCUGACA. The protein sequence of the target gene is MVKMTKSKTFQAYLPHCHRTYSCIHCRAHLANHDELISKSFQGSQGRAYLFNSVVNVGCGPAEERVLLTGLHAVADIYCENCKTTLGWKYEHAFESSQKYKEGKFIIELAHMIKDNGW. Result: 0 (no interaction). (2) The miRNA is hsa-miR-671-5p with sequence AGGAAGCCCUGGAGGGGCUGGAG. The protein sequence of the target gene is MEKTLETVPLERKKREKEQFRKLFIGGLSFETTEESLRNYYEQWGKLTDCVVMRDPASKRSRGFGFVTFSSMAEVDAAMAARPHSIDGRVVEPKRAVAREESGKPGAHVTVKKLFVGGIKEDTEEHHLRDYFEEYGKIDTIEIITDRQSGKKRGFGFVTFDDHDPVDKIVLQKYHTINGHNAEVRKALSRQEMQEVQSSRSGRGGNFGFGDSRGGGGNFGPGPGSNFRGGSDGYGSGRGFGDGYNGYGGGPGGGNFGGSPGYGGGRGGYGGGGPGYGNQGGGYGGGYDNYGGGNYGSGSY.... Result: 0 (no interaction).